Dataset: Peptide-MHC class I binding affinity with 185,985 pairs from IEDB/IMGT. Task: Regression. Given a peptide amino acid sequence and an MHC pseudo amino acid sequence, predict their binding affinity value. This is MHC class I binding data. (1) The MHC is HLA-A68:01 with pseudo-sequence HLA-A68:01. The binding affinity (normalized) is 0.711. The peptide sequence is TIPEQYTCNK. (2) The peptide sequence is AVNPGLLET. The MHC is HLA-A02:01 with pseudo-sequence HLA-A02:01. The binding affinity (normalized) is 0.0916. (3) The peptide sequence is NLLCHIYSL. The MHC is HLA-B08:01 with pseudo-sequence HLA-B08:01. The binding affinity (normalized) is 1.00. (4) The peptide sequence is VLAEAMSQV. The MHC is HLA-A02:06 with pseudo-sequence HLA-A02:06. The binding affinity (normalized) is 0.762. (5) The peptide sequence is RVYNNTARY. The MHC is HLA-A02:01 with pseudo-sequence HLA-A02:01. The binding affinity (normalized) is 0.0847. (6) The peptide sequence is GISLGLILLK. The MHC is HLA-A03:01 with pseudo-sequence HLA-A03:01. The binding affinity (normalized) is 0.741. (7) The peptide sequence is KHVGLITCK. The MHC is HLA-A03:01 with pseudo-sequence HLA-A03:01. The binding affinity (normalized) is 0.00531. (8) The peptide sequence is KVKDLFNTK. The MHC is HLA-B08:01 with pseudo-sequence HLA-B08:01. The binding affinity (normalized) is 0.0161.